Predict the product of the given reaction. From a dataset of Forward reaction prediction with 1.9M reactions from USPTO patents (1976-2016). Given the reactants Br[C:2]1[CH:8]=[C:7]([F:9])[C:5]([NH2:6])=[C:4]([F:10])[CH:3]=1.[F:11][CH:12]([F:23])[O:13][C:14]1[CH:15]=[C:16](B(O)O)[CH:17]=[CH:18][CH:19]=1, predict the reaction product. The product is: [F:11][CH:12]([F:23])[O:13][C:14]1[CH:19]=[C:18]([C:2]2[CH:8]=[C:7]([F:9])[C:5]([NH2:6])=[C:4]([F:10])[CH:3]=2)[CH:17]=[CH:16][CH:15]=1.